Dataset: Full USPTO retrosynthesis dataset with 1.9M reactions from patents (1976-2016). Task: Predict the reactants needed to synthesize the given product. (1) Given the product [CH3:5][C:6]1([CH3:12])[CH2:10][CH2:9][C:8]([CH:1]=[CH2:2])([OH:11])[CH2:7]1, predict the reactants needed to synthesize it. The reactants are: [CH:1]([Mg]Br)=[CH2:2].[CH3:5][C:6]1([CH3:12])[CH2:10][CH2:9][C:8](=[O:11])[CH2:7]1. (2) Given the product [CH:14]1([C:2]2[CH:3]=[CH:4][C:5]3[C:10](=[CH:9][CH:8]=[CH:7][CH:6]=3)[CH:1]=2)[CH2:19][CH2:18][CH2:17][CH2:16][CH2:15]1, predict the reactants needed to synthesize it. The reactants are: [CH:1]1[C:10]2[C:5](=[CH:6][CH:7]=[CH:8][CH:9]=2)[CH:4]=[CH:3][C:2]=1[Mg]Br.Br[CH:14]1[CH2:19][CH2:18][CH2:17][CH2:16][CH2:15]1.CN(CCN(C)C)C.[Cl-].[NH4+]. (3) Given the product [C:1]([O:5][C:6]([N:8]1[CH2:13][CH2:12][N:11]2[C:14]([CH:19]3[CH2:21][CH2:20]3)=[N:15][C:16]([CH2:17][CH3:18])=[C:10]2[CH:9]1[CH2:22][CH2:23][C:24]1[CH:29]=[CH:28][C:27]([C:30]([F:32])([F:33])[F:31])=[C:26]([F:34])[CH:25]=1)=[O:7])([CH3:2])([CH3:3])[CH3:4], predict the reactants needed to synthesize it. The reactants are: [C:1]([O:5][C:6]([N:8]1[CH2:13][CH2:12][N:11]2[C:14]([CH:19]3[CH2:21][CH2:20]3)=[N:15][C:16]([CH:17]=[CH2:18])=[C:10]2[CH:9]1[CH2:22][CH2:23][C:24]1[CH:29]=[CH:28][C:27]([C:30]([F:33])([F:32])[F:31])=[C:26]([F:34])[CH:25]=1)=[O:7])([CH3:4])([CH3:3])[CH3:2]. (4) Given the product [CH2:1]([N:8]1[CH2:12][CH2:11][CH:10]([C:13]2[CH:18]=[CH:17][C:16]([NH:19][S:30]([C:27]3[CH:28]=[CH:29][C:24]([CH:21]([CH3:23])[CH3:22])=[CH:25][CH:26]=3)(=[O:32])=[O:31])=[C:15]([F:20])[CH:14]=2)[CH2:9]1)[C:2]1[CH:3]=[CH:4][CH:5]=[CH:6][CH:7]=1, predict the reactants needed to synthesize it. The reactants are: [CH2:1]([N:8]1[CH2:12][CH2:11][CH:10]([C:13]2[CH:18]=[CH:17][C:16]([NH2:19])=[C:15]([F:20])[CH:14]=2)[CH2:9]1)[C:2]1[CH:7]=[CH:6][CH:5]=[CH:4][CH:3]=1.[CH:21]([C:24]1[CH:29]=[CH:28][C:27]([S:30](Cl)(=[O:32])=[O:31])=[CH:26][CH:25]=1)([CH3:23])[CH3:22].C(N(CC)CC)C. (5) Given the product [CH3:30][N:2]([CH3:1])[CH2:3][CH2:4][CH2:5][C:6]1[CH:7]=[C:8]2[C:12](=[CH:13][CH:14]=1)[C:11](=[O:15])[N:10]([CH2:16][C:17]1[CH:22]=[CH:21][C:20]([O:23][C:24]3[CH:25]=[CH:26][CH:27]=[CH:28][CH:29]=3)=[CH:19][CH:18]=1)[CH2:9]2, predict the reactants needed to synthesize it. The reactants are: [CH3:1][N:2]([CH3:30])[CH2:3][C:4]#[C:5][C:6]1[CH:7]=[C:8]2[C:12](=[CH:13][CH:14]=1)[C:11](=[O:15])[N:10]([CH2:16][C:17]1[CH:22]=[CH:21][C:20]([O:23][C:24]3[CH:29]=[CH:28][CH:27]=[CH:26][CH:25]=3)=[CH:19][CH:18]=1)[CH2:9]2.[H][H]. (6) Given the product [CH2:14]([C:7]1[C:2]([Cl:1])=[N:3][C:4]([O:10][CH3:11])=[N:5][C:6]=1[O:8][CH3:9])[CH:13]=[CH2:12], predict the reactants needed to synthesize it. The reactants are: [Cl:1][C:2]1[CH:7]=[C:6]([O:8][CH3:9])[N:5]=[C:4]([O:10][CH3:11])[N:3]=1.[CH2:12]([Li])[CH2:13][CH2:14]C.CC1(C)CCCC(C)(C)N1. (7) Given the product [CH3:21][O:22][C:23]1[CH:30]=[CH:29][CH:28]=[CH:27][C:24]=1[CH2:25][NH:26][C:7]1[CH:8]=[C:9]2[C:4](=[CH:5][CH:6]=1)[N:3]=[C:2]([NH:20][CH2:19][C:17]1[O:18][C:14]([CH3:13])=[CH:15][CH:16]=1)[CH:11]=[CH:10]2, predict the reactants needed to synthesize it. The reactants are: Cl[C:2]1[CH:11]=[CH:10][C:9]2[C:4](=[CH:5][CH:6]=[C:7](Cl)[CH:8]=2)[N:3]=1.[CH3:13][C:14]1[O:18][C:17]([CH2:19][NH2:20])=[CH:16][CH:15]=1.[CH3:21][O:22][C:23]1[CH:30]=[CH:29][CH:28]=[CH:27][C:24]=1[CH2:25][NH2:26].